The task is: Predict the reaction yield, written as a fraction of the theoretical maximum amount of product (1.0 means a 100% yield; for example, 0.34 means a 34% yield).. This data is from Reaction yield outcomes from USPTO patents with 853,638 reactions. (1) The reactants are [N+:1]([C:4]1[CH:5]=[C:6]([OH:10])[CH:7]=[CH:8][CH:9]=1)([O-:3])=[O:2].[Br:11][CH2:12][CH2:13][CH2:14]Br.C([O-])([O-])=O.[Cs+].[Cs+]. The catalyst is C(#N)C. The product is [N+:1]([C:4]1[CH:5]=[C:6]([O:10][CH2:14][CH2:13][CH2:12][Br:11])[CH:7]=[CH:8][CH:9]=1)([O-:3])=[O:2]. The yield is 0.566. (2) The reactants are [Cl:1][C:2]1[N:7]=[CH:6][C:5]([CH2:8][NH:9][C:10]2[CH:14]=[CH:13][NH:12][N:11]=2)=[CH:4][CH:3]=1.[C:15](OCC)(=[O:20])[CH2:16][C:17]([CH3:19])=O.CCCCCC.C(OCC)(=O)C. The catalyst is C(O)(=O)C. The product is [Cl:1][C:2]1[N:7]=[CH:6][C:5]([CH2:8][N:9]2[C:17]([CH3:19])=[CH:16][C:15](=[O:20])[N:11]3[N:12]=[CH:13][CH:14]=[C:10]23)=[CH:4][CH:3]=1. The yield is 0.270. (3) The reactants are S([N:11]1[CH2:17][C:13]2([CH2:16][O:15][CH2:14]2)[CH2:12]1)(C1C=CC(C)=CC=1)(=O)=O.[Mg].S([O-])([O-])(=O)=O.[Na+].[Na+].[C:26]([OH:31])(=[O:30])[C:27]([OH:29])=[O:28]. The catalyst is CO.C(O)C.C(OCC)C. The product is [C:26]([OH:31])(=[O:30])[C:27]([OH:29])=[O:28].[CH2:14]1[C:13]2([CH2:17][NH:11][CH2:12]2)[CH2:16][O:15]1. The yield is 0.810. (4) The reactants are [C:1]([O:5][C:6]([N:8]1[CH2:11][CH:10]([C:12]2[C:21](Cl)=[N:20][C:19]3[C:14](=[CH:15][CH:16]=[CH:17][CH:18]=3)[N:13]=2)[CH2:9]1)=[O:7])([CH3:4])([CH3:3])[CH3:2].[NH:23]1[CH2:28][CH2:27][CH2:26][CH2:25][CH2:24]1.C(N(CC)CC)C.CS(C)=O. The catalyst is O. The product is [C:1]([O:5][C:6]([N:8]1[CH2:11][CH:10]([C:12]2[C:21]([N:23]3[CH2:28][CH2:27][CH2:26][CH2:25][CH2:24]3)=[N:20][C:19]3[C:14](=[CH:15][CH:16]=[CH:17][CH:18]=3)[N:13]=2)[CH2:9]1)=[O:7])([CH3:4])([CH3:3])[CH3:2]. The yield is 0.900. (5) The reactants are [Cl:1][C:2]1[C:10]([Cl:11])=[C:9]2[C:5]([CH2:6][C:7]([CH:14]3[CH2:18][CH2:17][CH2:16][CH2:15]3)([CH3:13])[C:8]2=[O:12])=[CH:4][C:3]=1[O:19][CH2:20][CH2:21][O:22][C:23]1[CH:30]=[CH:29][C:26]([C:27]#[N:28])=[CH:25][CH:24]=1.C[Si]([N:35]=[N+:36]=[N-:37])(C)C.C([Sn](=O)CCCC)CCC. The catalyst is C1(C)C=CC=CC=1. The product is [Cl:1][C:2]1[C:10]([Cl:11])=[C:9]2[C:5]([CH2:6][C:7]([CH:14]3[CH2:18][CH2:17][CH2:16][CH2:15]3)([CH3:13])[C:8]2=[O:12])=[CH:4][C:3]=1[O:19][CH2:20][CH2:21][O:22][C:23]1[CH:24]=[CH:25][C:26]([C:27]2[N:35]=[N:36][NH:37][N:28]=2)=[CH:29][CH:30]=1. The yield is 0.210. (6) The reactants are [CH3:1][N:2]1[CH:6]2[CH2:7][CH:8]([OH:10])[CH2:9][CH:3]1[CH2:4][CH2:5]2.[Li]CCCC.[Cl:16][C:17]1[N:22]=[C:21](Cl)[N:20]=[C:19]([N:24]2[CH2:29][CH2:28][O:27][CH2:26][CH2:25]2)[N:18]=1.CCOCC. The catalyst is C1COCC1. The product is [Cl:16][C:17]1[N:18]=[C:19]([N:24]2[CH2:25][CH2:26][O:27][CH2:28][CH2:29]2)[N:20]=[C:21]([O:10][CH:8]2[CH2:9][CH:3]3[N:2]([CH3:1])[CH:6]([CH2:5][CH2:4]3)[CH2:7]2)[N:22]=1. The yield is 0.420. (7) The reactants are [CH2:1]([S:3]([C:6]1[CH:11]=[CH:10][C:9](B2OC(C)(C)C(C)(C)O2)=[C:8]([O:21][CH3:22])[CH:7]=1)(=[O:5])=[O:4])[CH3:2].[Br:23][C:24]1[CH:29]=[CH:28][C:27]([OH:30])=[C:26](I)[CH:25]=1.C(=O)([O-])[O-].[Na+].[Na+]. The catalyst is O1CCOCC1.O.C1C=CC([P]([Pd]([P](C2C=CC=CC=2)(C2C=CC=CC=2)C2C=CC=CC=2)([P](C2C=CC=CC=2)(C2C=CC=CC=2)C2C=CC=CC=2)[P](C2C=CC=CC=2)(C2C=CC=CC=2)C2C=CC=CC=2)(C2C=CC=CC=2)C2C=CC=CC=2)=CC=1. The product is [Br:23][C:24]1[CH:29]=[C:28]([C:9]2[CH:10]=[CH:11][C:6]([S:3]([CH2:1][CH3:2])(=[O:4])=[O:5])=[CH:7][C:8]=2[O:21][CH3:22])[C:27]([OH:30])=[CH:26][CH:25]=1. The yield is 0.440.